From a dataset of Full USPTO retrosynthesis dataset with 1.9M reactions from patents (1976-2016). Predict the reactants needed to synthesize the given product. (1) Given the product [F:17][C:18]1[CH:23]=[CH:22][C:21]([C:10]2[C:9]([O:8][CH2:1][C:2]3[CH:7]=[CH:6][CH:5]=[CH:4][CH:3]=3)=[CH:14][CH:13]=[C:12]([CH3:15])[N:11]=2)=[CH:20][CH:19]=1, predict the reactants needed to synthesize it. The reactants are: [CH2:1]([O:8][C:9]1[C:10](I)=[N:11][C:12]([CH3:15])=[CH:13][CH:14]=1)[C:2]1[CH:7]=[CH:6][CH:5]=[CH:4][CH:3]=1.[F:17][C:18]1[CH:23]=[CH:22][C:21](B(O)O)=[CH:20][CH:19]=1. (2) Given the product [C:58]([O:57][CH:53]([C:54](=[O:55])[NH:1][CH2:2][C:3]1[CH:8]=[CH:7][CH:6]=[C:5]([N:9]2[C:10](=[O:32])[CH:11]([CH2:21][CH2:22][CH:23]([OH:24])[C:25]3[CH:26]=[CH:27][C:28]([F:31])=[CH:29][CH:30]=3)[CH:12]2[C:13]2[CH:14]=[CH:15][C:16]([O:19][CH3:20])=[CH:17][CH:18]=2)[CH:4]=1)[CH:37]([O:36][C:33](=[O:35])[CH3:34])[CH:38]([O:49][C:50](=[O:52])[CH3:51])[CH:39]([O:45][C:46](=[O:48])[CH3:47])[CH2:40][O:41][C:42](=[O:44])[CH3:43])(=[O:60])[CH3:59], predict the reactants needed to synthesize it. The reactants are: [NH2:1][CH2:2][C:3]1[CH:4]=[C:5]([N:9]2[CH:12]([C:13]3[CH:18]=[CH:17][C:16]([O:19][CH3:20])=[CH:15][CH:14]=3)[CH:11]([CH2:21][CH2:22][CH:23]([C:25]3[CH:30]=[CH:29][C:28]([F:31])=[CH:27][CH:26]=3)[OH:24])[C:10]2=[O:32])[CH:6]=[CH:7][CH:8]=1.[C:33]([O:36][CH:37]([CH:53]([O:57][C:58](=[O:60])[CH3:59])[C:54](Cl)=[O:55])[CH:38]([O:49][C:50](=[O:52])[CH3:51])[CH:39]([O:45][C:46](=[O:48])[CH3:47])[CH2:40][O:41][C:42](=[O:44])[CH3:43])(=[O:35])[CH3:34]. (3) The reactants are: [F:1][C:2]1[CH:3]=[C:4]([CH3:29])[C:5]([O:27][CH3:28])=[C:6]([CH:8]([C:10]2[C:11]([S:23]([CH3:26])(=[O:25])=[O:24])=[C:12]([NH2:22])[CH:13]=[C:14]([N:16]3[CH2:21][CH2:20][NH:19][CH2:18][CH2:17]3)[CH:15]=2)[CH3:9])[CH:7]=1.C(=O)=O.CO.[ClH:35]. Given the product [ClH:35].[F:1][C:2]1[CH:3]=[C:4]([CH3:29])[C:5]([O:27][CH3:28])=[C:6]([CH:8]([C:10]2[C:11]([S:23]([CH3:26])(=[O:25])=[O:24])=[C:12]([NH2:22])[CH:13]=[C:14]([N:16]3[CH2:21][CH2:20][NH:19][CH2:18][CH2:17]3)[CH:15]=2)[CH3:9])[CH:7]=1, predict the reactants needed to synthesize it.